This data is from Reaction yield outcomes from USPTO patents with 853,638 reactions. The task is: Predict the reaction yield, written as a fraction of the theoretical maximum amount of product (1.0 means a 100% yield; for example, 0.34 means a 34% yield). (1) The reactants are Cl.C(N=C=NCCCN(C)C)C.O.ON1C2C=CC=CC=2N=N1.Cl.[F:25][C:26]1[CH:38]=[CH:37][C:29]([O:30][CH:31]2[CH2:36][CH2:35][NH:34][CH2:33][CH2:32]2)=[CH:28][CH:27]=1.[C:39]([O:43][C:44]([NH:46][C@H:47]([C:49](O)=[O:50])[CH3:48])=[O:45])([CH3:42])([CH3:41])[CH3:40].CN1CCOCC1.Cl. The catalyst is C(Cl)Cl. The product is [C:39]([O:43][C:44](=[O:45])[NH:46][C@@H:47]([CH3:48])[C:49]([N:34]1[CH2:33][CH2:32][CH:31]([O:30][C:29]2[CH:37]=[CH:38][C:26]([F:25])=[CH:27][CH:28]=2)[CH2:36][CH2:35]1)=[O:50])([CH3:42])([CH3:40])[CH3:41]. The yield is 0.930. (2) The reactants are [CH2:1]([O:8][C:9]1[CH:14]=[CH:13][C:12]([C:15]2(O)[C:23]3[C:18](=[CH:19][CH:20]=[CH:21][CH:22]=3)[N:17]([CH:24]([C:31]3[CH:36]=[CH:35][CH:34]=[CH:33][CH:32]=3)[C:25]3[CH:30]=[CH:29][CH:28]=[CH:27][CH:26]=3)[C:16]2=[O:37])=[C:11]([OH:39])[CH:10]=1)[C:2]1[CH:7]=[CH:6][CH:5]=[CH:4][CH:3]=1.C([SiH](CC)CC)C.FC(F)(F)C(O)=O. No catalyst specified. The product is [CH2:1]([O:8][C:9]1[CH:14]=[CH:13][C:12]([CH:15]2[C:23]3[C:18](=[CH:19][CH:20]=[CH:21][CH:22]=3)[N:17]([CH:24]([C:25]3[CH:26]=[CH:27][CH:28]=[CH:29][CH:30]=3)[C:31]3[CH:32]=[CH:33][CH:34]=[CH:35][CH:36]=3)[C:16]2=[O:37])=[C:11]([OH:39])[CH:10]=1)[C:2]1[CH:3]=[CH:4][CH:5]=[CH:6][CH:7]=1. The yield is 0.760. (3) The product is [S:26]1[C:27]([C:10]2[CH2:11][CH2:12][C@:8]([C:4]3[CH:5]=[CH:6][CH:7]=[C:2]([F:1])[C:3]=3[CH3:25])([C:21]([O:23][CH3:24])=[O:22])[CH:9]=2)=[CH:28][C:29]2[CH:34]=[CH:33][CH:32]=[CH:31][C:30]1=2. The catalyst is C1(P(C2C=CC=CC=2)C2C=CC=CC=2)C=CC=CC=1.C1(P(C2C=CC=CC=2)C2C=CC=CC=2)C=CC=CC=1.C1(P(C2C=CC=CC=2)C2C=CC=CC=2)C=CC=CC=1.C1(P(C2C=CC=CC=2)C2C=CC=CC=2)C=CC=CC=1.[Pd].CO. The yield is 0.740. The reactants are [F:1][C:2]1[C:3]([CH3:25])=[C:4]([C@:8]2([C:21]([O:23][CH3:24])=[O:22])[CH2:12][CH2:11][C:10](OS(C(F)(F)F)(=O)=O)=[CH:9]2)[CH:5]=[CH:6][CH:7]=1.[S:26]1[C:30]2[CH:31]=[CH:32][CH:33]=[CH:34][C:29]=2[CH:28]=[C:27]1B(O)O.[F-].[Cs+].COCCOC. (4) The reactants are [NH2:1][C:2]1[NH:6][N:5]=[C:4]([C:7]2[S:8][CH:9]=[CH:10][CH:11]=2)[CH:3]=1.[Br:12]N1C(=O)CCC1=O. The catalyst is C1COCC1. The product is [Br:12][C:3]1[C:4]([C:7]2[S:8][CH:9]=[CH:10][CH:11]=2)=[N:5][NH:6][C:2]=1[NH2:1]. The yield is 0.930. (5) The reactants are [CH2:1]([O:3][C:4]([CH:6]1[CH:10]([C:11]2[CH:16]=[CH:15][C:14]([Cl:17])=[C:13]([Cl:18])[CH:12]=2)[CH2:9][N:8](CC2C=CC=CC=2)[CH2:7]1)=[O:5])[CH3:2].ClC(OCC(Cl)(Cl)Cl)=O. The catalyst is CC#N. The product is [CH2:1]([O:3][C:4]([CH:6]1[CH:10]([C:11]2[CH:16]=[CH:15][C:14]([Cl:17])=[C:13]([Cl:18])[CH:12]=2)[CH2:9][NH:8][CH2:7]1)=[O:5])[CH3:2]. The yield is 0.970. (6) The reactants are C([Si](C)(C)O[CH2:7][CH2:8][CH2:9][OH:10])(C)(C)C.[CH3:13][N:14]([CH2:25][C:26]1[N:30]([CH2:31][C@H:32]2[CH2:37][CH2:36][CH2:35][NH:34][CH2:33]2)[C:29]2[CH:38]=[CH:39][CH:40]=[CH:41][C:28]=2[N:27]=1)[C@@H:15]1[C:24]2[N:23]=[CH:22][CH:21]=[CH:20][C:19]=2[CH2:18][CH2:17][CH2:16]1.C(O)(=O)C.[BH-](OC(C)=O)(OC(C)=O)OC(C)=O.[Na+].C([O-])([O-])=O.[Na+].[Na+].[F-].C([N+](CCCC)(CCCC)CCCC)CCC.C1COCC1. The catalyst is ClCCl. The product is [CH3:13][N:14]([CH2:25][C:26]1[N:30]([CH2:31][C@H:32]2[CH2:37][CH2:36][CH2:35][N:34]([CH2:7][CH2:8][CH2:9][OH:10])[CH2:33]2)[C:29]2[CH:38]=[CH:39][CH:40]=[CH:41][C:28]=2[N:27]=1)[C@@H:15]1[C:24]2[N:23]=[CH:22][CH:21]=[CH:20][C:19]=2[CH2:18][CH2:17][CH2:16]1. The yield is 0.490.